From a dataset of Full USPTO retrosynthesis dataset with 1.9M reactions from patents (1976-2016). Predict the reactants needed to synthesize the given product. (1) Given the product [Br:1][C:2]1[S:6][C:5]([C:7]([OH:17])=[O:8])=[CH:4][C:3]=1[C:9]1[C:10]([F:15])=[N:11][CH:12]=[CH:13][CH:14]=1, predict the reactants needed to synthesize it. The reactants are: [Br:1][C:2]1[S:6][C:5]([CH:7]=[O:8])=[CH:4][C:3]=1[C:9]1[C:10]([F:15])=[N:11][CH:12]=[CH:13][CH:14]=1.Cl([O-])=[O:17].[Na+].P([O-])(O)(O)=O.[Na+].CC(=CC)C. (2) Given the product [Br:25][C:6]1[CH:7]=[C:8]([NH:13][S:14]([CH3:17])(=[O:16])=[O:15])[CH:9]=[C:10]2[C:5]=1[O:4][CH:3]([CH2:1][CH3:2])[CH2:12][CH2:11]2, predict the reactants needed to synthesize it. The reactants are: [CH2:1]([CH:3]1[CH2:12][CH2:11][C:10]2[C:5](=[CH:6][CH:7]=[C:8]([NH:13][S:14]([CH3:17])(=[O:16])=[O:15])[CH:9]=2)[O:4]1)[CH3:2].C1C(=O)N([Br:25])C(=O)C1. (3) Given the product [CH3:1][N:2]([CH3:12])[C:3]1[C:10]([CH3:11])=[CH:9][C:22]([C:21]([OH:19])=[O:23])=[CH:5][N:4]=1, predict the reactants needed to synthesize it. The reactants are: [CH3:1][N:2]([CH3:12])[C:3]1[C:10]([CH3:11])=[CH:9]C(C#N)=[CH:5][N:4]=1.[OH-].[Na+].Cl.C1C[O:19]CC1.[CH2:21]([OH:23])[CH3:22]. (4) The reactants are: [NH2:1][CH2:2][CH2:3][CH2:4][P:5]([OH:7])[OH:6].C(=O)(O)[O-].[Na+].[C:13]([O:18][CH:19]([O:21][C:22](OC1CC(=O)NC1=O)=[O:23])[CH3:20])(=[O:17])[CH:14]([CH3:16])[CH3:15]. Given the product [C:13]([O:18][CH:19]([O:21][C:22]([NH:1][CH2:2][CH2:3][CH2:4][P:5]([OH:7])[OH:6])=[O:23])[CH3:20])(=[O:17])[CH:14]([CH3:16])[CH3:15], predict the reactants needed to synthesize it. (5) Given the product [ClH:1].[ClH:1].[Cl:1][C:2]1[CH:42]=[C:41]([Cl:43])[C:40]([O:44][CH3:45])=[CH:39][C:3]=1[NH:4][C:5]1[C:14]2[C:9](=[CH:10][C:11]([O:22][CH2:23][CH2:24][CH2:25][N:26]3[CH2:27][CH2:28][NH:29][CH2:30][CH2:31]3)=[CH:12][C:13]=2[O:15][CH:16]2[CH2:17][CH2:18][O:19][CH2:20][CH2:21]2)[N:8]=[CH:7][N:6]=1, predict the reactants needed to synthesize it. The reactants are: [Cl:1][C:2]1[CH:42]=[C:41]([Cl:43])[C:40]([O:44][CH3:45])=[CH:39][C:3]=1[NH:4][C:5]1[C:14]2[C:9](=[CH:10][C:11]([O:22][CH2:23][CH2:24][CH2:25][N:26]3[CH2:31][CH2:30][NH:29][CH2:28][CH:27]3C(OC(C)(C)C)=O)=[CH:12][C:13]=2[O:15][CH:16]2[CH2:21][CH2:20][O:19][CH2:18][CH2:17]2)[N:8]=[CH:7][N:6]=1.FC(F)(F)C(O)=O. (6) The reactants are: [CH2:1]([O:8][CH2:9][CH:10]([NH:25][C:26](=O)OC(C)(C)C)[CH2:11][N:12]([C:21](=[O:24])CBr)[CH2:13][C:14]1[CH:19]=[CH:18][C:17]([F:20])=[CH:16][CH:15]=1)[C:2]1[CH:7]=[CH:6][CH:5]=[CH:4][CH:3]=1.FC(F)(F)C(O)=O. Given the product [CH2:1]([O:8][CH2:9][CH:10]1[CH2:11][N:12]([CH2:13][C:14]2[CH:15]=[CH:16][C:17]([F:20])=[CH:18][CH:19]=2)[C:21](=[O:24])[CH2:26][NH:25]1)[C:2]1[CH:3]=[CH:4][CH:5]=[CH:6][CH:7]=1, predict the reactants needed to synthesize it. (7) Given the product [F:19][C:5]1[C:6]([NH:8][C@@H:9]([C:15]([CH3:18])([CH3:17])[CH3:16])[CH2:10][CH:11]([OH:14])[CH2:12][OH:13])=[N:7][C:2]([C:29]2[C:23]3[C:24](=[N:25][CH:26]=[C:21]([F:20])[CH:22]=3)[N:27]([S:39]([C:42]3[CH:47]=[CH:46][C:45]([CH3:48])=[CH:44][CH:43]=3)(=[O:40])=[O:41])[CH:28]=2)=[N:3][CH:4]=1, predict the reactants needed to synthesize it. The reactants are: Cl[C:2]1[N:7]=[C:6]([NH:8][C@@H:9]([C:15]([CH3:18])([CH3:17])[CH3:16])[CH2:10][CH:11]([OH:14])[CH2:12][OH:13])[C:5]([F:19])=[CH:4][N:3]=1.[F:20][C:21]1[CH:22]=[C:23]2[C:29](B3OC(C)(C)C(C)(C)O3)=[CH:28][N:27]([S:39]([C:42]3[CH:47]=[CH:46][C:45]([CH3:48])=[CH:44][CH:43]=3)(=[O:41])=[O:40])[C:24]2=[N:25][CH:26]=1.[O-]P([O-])([O-])=O.[K+].[K+].[K+].CC(C1C=C(C(C)C)C(C2C=CC=CC=2P(C2CCCCC2)C2CCCCC2)=C(C(C)C)C=1)C. (8) Given the product [OH:12][C:7]1[C:6]([CH3:13])=[C:5]([CH3:14])[C:4]2[O:3][C:2]([CH3:15])([CH3:1])[CH2:11][CH2:10][C:9]=2[C:8]=1[CH:26]=[O:27], predict the reactants needed to synthesize it. The reactants are: [CH3:1][C:2]1([CH3:15])[CH2:11][CH2:10][C:9]2[C:4](=[C:5]([CH3:14])[C:6]([CH3:13])=[C:7]([OH:12])[CH:8]=2)[O:3]1.C1N2CN3CN(C2)CN1C3.[C:26](O)(C(F)(F)F)=[O:27]. (9) Given the product [Br:3][C:4]1[CH:5]=[C:6]([CH:14]=[CH2:16])[C:7]2[C:12]([CH:13]=1)=[CH:11][CH:10]=[CH:9][CH:8]=2, predict the reactants needed to synthesize it. The reactants are: [H-].[Na+].[Br:3][C:4]1[CH:5]=[C:6]([CH:14]=O)[C:7]2[C:12]([CH:13]=1)=[CH:11][CH:10]=[CH:9][CH:8]=2.[CH2:16]1COCC1.